From a dataset of Catalyst prediction with 721,799 reactions and 888 catalyst types from USPTO. Predict which catalyst facilitates the given reaction. (1) Reactant: [OH:1][C:2]1[CH:3]=[C:4]([NH:8][C:9](=[O:11])[CH3:10])[CH:5]=[CH:6][CH:7]=1.O[CH:13]1[CH2:18][CH2:17][N:16]([CH3:19])[CH2:15][CH2:14]1.C1(P(C2C=CC=CC=2)C2C=CC=CC=2)C=CC=CC=1. Product: [CH3:19][N:16]1[CH2:17][CH2:18][CH:13]([O:1][C:2]2[CH:3]=[C:4]([NH:8][C:9](=[O:11])[CH3:10])[CH:5]=[CH:6][CH:7]=2)[CH2:14][CH2:15]1. The catalyst class is: 7. (2) Reactant: CS(O[CH2:6][CH2:7][C:8]1[CH:13]=[CH:12][C:11]([NH:14][C:15]2[N:20]=[CH:19][C:18]([Br:21])=[CH:17][N:16]=2)=[CH:10][CH:9]=1)(=O)=O.[NH:22]1[CH2:31][CH2:30][CH:25]([C:26]([O:28][CH3:29])=[O:27])[CH2:24][CH2:23]1.C([O-])([O-])=O.[Na+].[Na+]. Product: [Br:21][C:18]1[CH:17]=[N:16][C:15]([NH:14][C:11]2[CH:12]=[CH:13][C:8]([CH2:7][CH2:6][N:22]3[CH2:31][CH2:30][CH:25]([C:26]([O:28][CH3:29])=[O:27])[CH2:24][CH2:23]3)=[CH:9][CH:10]=2)=[N:20][CH:19]=1. The catalyst class is: 3. (3) Reactant: [OH:1][N:2]=[C:3](Cl)[C:4]1[CH:9]=[CH:8][CH:7]=[C:6]([N:10]2[CH:14]=[N:13][CH:12]=[N:11]2)[CH:5]=1.C([O-])(O)=O.[Na+].[Cl:21][C:22]1[CH:27]=[C:26]([C:28]([C:30]([F:33])([F:32])[F:31])=[CH2:29])[CH:25]=[C:24]([Cl:34])[CH:23]=1. Product: [Cl:21][C:22]1[CH:27]=[C:26]([C:28]2([C:30]([F:33])([F:31])[F:32])[O:1][N:2]=[C:3]([C:4]3[CH:5]=[C:6]([N:10]4[CH:14]=[N:13][CH:12]=[N:11]4)[CH:7]=[CH:8][CH:9]=3)[CH2:29]2)[CH:25]=[C:24]([Cl:34])[CH:23]=1. The catalyst class is: 1. (4) The catalyst class is: 8. Reactant: [Cl:1][C:2]1[C:3]([C:12](=[N:25][O:26][CH2:27][CH3:28])[CH2:13][N:14]2C(=O)C3=CC=CC=C3C2=O)=[N:4][CH:5]=[C:6]([C:8]([F:11])([F:10])[F:9])[CH:7]=1.O.NN.O. Product: [CH2:27]([O:26][N:25]=[C:12]([C:3]1[C:2]([Cl:1])=[CH:7][C:6]([C:8]([F:11])([F:10])[F:9])=[CH:5][N:4]=1)[CH2:13][NH2:14])[CH3:28]. (5) Reactant: O.Cl.[CH2:3]([C:5]1[S:9][C:8]([NH2:10])=[N:7][C:6]=1[C:11]1[CH:16]=[CH:15][CH:14]=[CH:13][CH:12]=1)[CH3:4].[OH-].[Na+]. Product: [CH2:3]([C:5]1[S:9][C:8]([NH2:10])=[N:7][C:6]=1[C:11]1[CH:16]=[CH:15][CH:14]=[CH:13][CH:12]=1)[CH3:4]. The catalyst class is: 25. (6) Reactant: CCCCCC.C([Li])CCC.[CH2:12]([O:19][C:20]1[CH:25]=[CH:24][CH:23]=[CH:22][C:21]=1Br)[C:13]1[CH:18]=[CH:17][CH:16]=[CH:15][CH:14]=1.[Br:27][C:28]1[CH:35]=[CH:34][C:31]([CH:32]=[O:33])=[CH:30][CH:29]=1.[Cl-].[NH4+]. Product: [CH2:12]([O:19][C:20]1[CH:25]=[CH:24][CH:23]=[CH:22][C:21]=1[CH:32]([C:31]1[CH:34]=[CH:35][C:28]([Br:27])=[CH:29][CH:30]=1)[OH:33])[C:13]1[CH:18]=[CH:17][CH:16]=[CH:15][CH:14]=1. The catalyst class is: 1.